This data is from Catalyst prediction with 721,799 reactions and 888 catalyst types from USPTO. The task is: Predict which catalyst facilitates the given reaction. Reactant: [Si]([N:8]1[C:16]2[C:11](=[C:12]([C:17]3[N:26]=[CH:25][C:24]4[NH:23][CH2:22][C@@H:21]5[CH2:27][O:28][CH2:29][CH2:30][N:20]5[C:19]=4[N:18]=3)[CH:13]=[CH:14][CH:15]=2)[CH:10]=[CH:9]1)(C(C)(C)C)(C)C.C(=O)([O-])[O-].[Cs+].[Cs+].C1(P(C2CCCCC2)C2C=CC=CC=2C2C(C(C)C)=CC(C(C)C)=CC=2C(C)C)CCCCC1.Br[C:72]1[CH:80]=[CH:79][CH:78]=[C:77]2[C:73]=1[CH:74]=[CH:75][N:76]2[C:81]([O:83][C:84]([CH3:87])([CH3:86])[CH3:85])=[O:82]. Product: [NH:8]1[C:16]2[C:11](=[C:12]([C:17]3[N:26]=[CH:25][C:24]4[N:23]([C:72]5[CH:80]=[CH:79][CH:78]=[C:77]6[C:73]=5[CH:74]=[CH:75][N:76]6[C:81]([O:83][C:84]([CH3:87])([CH3:86])[CH3:85])=[O:82])[CH2:22][C@@H:21]5[CH2:27][O:28][CH2:29][CH2:30][N:20]5[C:19]=4[N:18]=3)[CH:13]=[CH:14][CH:15]=2)[CH:10]=[CH:9]1. The catalyst class is: 160.